Dataset: Reaction yield outcomes from USPTO patents with 853,638 reactions. Task: Predict the reaction yield, written as a fraction of the theoretical maximum amount of product (1.0 means a 100% yield; for example, 0.34 means a 34% yield). The reactants are Br[C:2]1[O:3][C:4]2[CH:10]=[CH:9][C:8]([CH2:11][C:12]([O:14][CH3:15])=[O:13])=[CH:7][C:5]=2[CH:6]=1.C([Mg]Cl)(C)C.[CH3:21][C:22]1[N:29]=[CH:28][CH:27]=[CH:26][C:23]=1[CH:24]=[O:25]. The catalyst is C1COCC1. The product is [OH:25][CH:24]([C:23]1[C:22]([CH3:21])=[N:29][CH:28]=[CH:27][CH:26]=1)[C:2]1[O:3][C:4]2[CH:10]=[CH:9][C:8]([CH2:11][C:12]([O:14][CH3:15])=[O:13])=[CH:7][C:5]=2[CH:6]=1. The yield is 0.400.